From a dataset of Full USPTO retrosynthesis dataset with 1.9M reactions from patents (1976-2016). Predict the reactants needed to synthesize the given product. (1) Given the product [CH2:19]([CH:26]1[CH2:30][CH2:29][CH2:28][N:27]1[C:14]([C:10]1[CH:11]=[N:12][O:13][C:9]=1[C:6]1[CH:5]=[CH:4][C:3]([C:2]([F:1])([F:18])[F:17])=[CH:8][CH:7]=1)=[O:16])[C:20]1[CH:25]=[CH:24][CH:23]=[CH:22][CH:21]=1, predict the reactants needed to synthesize it. The reactants are: [F:1][C:2]([F:18])([F:17])[C:3]1[CH:8]=[CH:7][C:6]([C:9]2[O:13][N:12]=[CH:11][C:10]=2[C:14]([OH:16])=O)=[CH:5][CH:4]=1.[CH2:19]([CH:26]1[CH2:30][CH2:29][CH2:28][NH:27]1)[C:20]1[CH:25]=[CH:24][CH:23]=[CH:22][CH:21]=1. (2) Given the product [N:1]1[CH:6]=[CH:5][C:4]([C:7]2[N:11]=[C:10]([CH2:12][C:13]([OH:15])=[O:14])[NH:9][N:8]=2)=[CH:3][CH:2]=1, predict the reactants needed to synthesize it. The reactants are: [N:1]1[CH:6]=[CH:5][C:4]([C:7]2[N:11]=[C:10]([CH2:12][C:13]([O:15]CC)=[O:14])[NH:9][N:8]=2)=[CH:3][CH:2]=1.[OH-].[Li+].C1COCC1. (3) Given the product [N:1]1[S:2][N:3]=[C:4]2[C:9]([N:10]3[CH2:15][CH2:14][N:13]([C:18]([O:20][CH:21]=[CH2:22])=[O:19])[CH2:12][CH2:11]3)=[CH:8][CH:7]=[CH:6][C:5]=12, predict the reactants needed to synthesize it. The reactants are: [N:1]1[S:2][N:3]=[C:4]2[C:9]([N:10]3[CH2:15][CH2:14][N:13](C)[CH2:12][CH2:11]3)=[CH:8][CH:7]=[CH:6][C:5]=12.Cl[C:18]([O:20][CH:21]=[CH2:22])=[O:19].ClC(Cl)C. (4) Given the product [Cl:27][C:23]1[C:22]([F:28])=[C:21]([C@@H:20]2[C@:19]([C:31]3[CH:36]=[CH:35][C:34]([Cl:37])=[CH:33][C:32]=3[F:38])([C:29]#[N:30])[C@H:18]([CH2:39][C:40]([CH3:43])([CH3:41])[CH3:42])[NH:17][C@H:16]2[C:14]([NH:13][C:9]2[CH:8]=[C:7]([CH:12]=[CH:11][CH:10]=2)[C:6]([OH:44])=[O:5])=[O:15])[CH:26]=[CH:25][CH:24]=1, predict the reactants needed to synthesize it. The reactants are: C([O:5][C:6](=[O:44])[C:7]1[CH:12]=[CH:11][CH:10]=[C:9]([NH:13][C:14]([C@H:16]2[C@H:20]([C:21]3[CH:26]=[CH:25][CH:24]=[C:23]([Cl:27])[C:22]=3[F:28])[C@:19]([C:31]3[CH:36]=[CH:35][C:34]([Cl:37])=[CH:33][C:32]=3[F:38])([C:29]#[N:30])[C@H:18]([CH2:39][C:40]([CH3:43])([CH3:42])[CH3:41])[NH:17]2)=[O:15])[CH:8]=1)(C)(C)C. (5) The reactants are: F[C:2]1[CH:9]=[CH:8][C:5]([CH:6]=[O:7])=[CH:4][CH:3]=1.[Cl:10][C:11]1[CH:16]=[CH:15][C:14]([OH:17])=[CH:13][C:12]=1[C:18]([F:21])([F:20])[F:19]. Given the product [Cl:10][C:11]1[CH:16]=[CH:15][C:14]([O:17][C:2]2[CH:9]=[CH:8][C:5]([CH:6]=[O:7])=[CH:4][CH:3]=2)=[CH:13][C:12]=1[C:18]([F:19])([F:20])[F:21], predict the reactants needed to synthesize it. (6) The reactants are: C([NH:4][C:5]1[S:6][C:7]([S:14]([C:17]2[CH:22]=[CH:21][CH:20]=[CH:19][CH:18]=2)(=[O:16])=[O:15])=[C:8]([CH3:13])[C:9]=1[C:10](N)=[O:11])(=O)C.[O:23]1CCOCC1. Given the product [NH2:4][C:5]1[S:6][C:7]([S:14]([C:17]2[CH:22]=[CH:21][CH:20]=[CH:19][CH:18]=2)(=[O:16])=[O:15])=[C:8]([CH3:13])[C:9]=1[C:10]([OH:11])=[O:23], predict the reactants needed to synthesize it. (7) Given the product [CH2:12]([N:15]([CH2:16][CH2:17][CH3:18])[C:6](=[O:8])[C:5]1[CH:9]=[CH:10][CH:11]=[C:3]([CH:1]=[O:2])[CH:4]=1)[CH2:13][CH3:14], predict the reactants needed to synthesize it. The reactants are: [CH:1]([C:3]1[CH:4]=[C:5]([CH:9]=[CH:10][CH:11]=1)[C:6]([OH:8])=O)=[O:2].[CH2:12]([NH:15][CH2:16][CH2:17][CH3:18])[CH2:13][CH3:14]. (8) Given the product [C:9]1([C:21]2[CH:26]=[CH:25][CH:24]=[CH:23][CH:22]=2)[CH:14]=[CH:13][C:12]([C@H:15]2[CH2:19][O:18][C:17](=[O:20])[N:16]2[C:6]2[CH:5]=[CH:4][N:3]=[C:2]([Cl:1])[N:7]=2)=[CH:11][CH:10]=1, predict the reactants needed to synthesize it. The reactants are: [Cl:1][C:2]1[N:7]=[C:6](Cl)[CH:5]=[CH:4][N:3]=1.[C:9]1([C:21]2[CH:26]=[CH:25][CH:24]=[CH:23][CH:22]=2)[CH:14]=[CH:13][C:12]([C@H:15]2[CH2:19][O:18][C:17](=[O:20])[NH:16]2)=[CH:11][CH:10]=1.[H-].[Na+].O. (9) Given the product [F:22][C:23]1[CH:30]=[CH:29][CH:28]=[CH:27][C:24]=1[CH2:25][O:1][C:2]1[CH:3]=[CH:4][C:5]([C:8]2[CH:12]=[C:11]([C:13]([NH2:15])=[O:14])[O:10][N:9]=2)=[CH:6][CH:7]=1, predict the reactants needed to synthesize it. The reactants are: [OH:1][C:2]1[CH:7]=[CH:6][C:5]([C:8]2[CH:12]=[C:11]([C:13]([NH2:15])=[O:14])[O:10][N:9]=2)=[CH:4][CH:3]=1.C([O-])([O-])=O.[K+].[K+].[F:22][C:23]1[CH:30]=[CH:29][CH:28]=[CH:27][C:24]=1[CH2:25]Br.